This data is from Reaction yield outcomes from USPTO patents with 853,638 reactions. The task is: Predict the reaction yield, written as a fraction of the theoretical maximum amount of product (1.0 means a 100% yield; for example, 0.34 means a 34% yield). The reactants are CS(O[CH:6]1[CH2:11][CH2:10][O:9][CH:8]([C:12]2[CH:17]=[CH:16][C:15]([Br:18])=[CH:14][C:13]=2[F:19])[CH2:7]1)(=O)=O.C([O-])([O-])=O.[K+].[K+].[SH:26][C:27]1[CH:28]=[C:29]([OH:33])[CH:30]=[CH:31][CH:32]=1. The catalyst is CN(C=O)C.CCOC(C)=O. The product is [Br:18][C:15]1[CH:16]=[CH:17][C:12]([CH:8]2[CH2:7][CH:6]([S:26][C:27]3[CH:28]=[C:29]([OH:33])[CH:30]=[CH:31][CH:32]=3)[CH2:11][CH2:10][O:9]2)=[C:13]([F:19])[CH:14]=1. The yield is 0.790.